Dataset: Forward reaction prediction with 1.9M reactions from USPTO patents (1976-2016). Task: Predict the product of the given reaction. Given the reactants I[C:2]1[CH:33]=[CH:32][CH:31]=[CH:30][C:3]=1[C:4]([NH:6][C:7]1[CH:12]=[CH:11][C:10]([N:13]2[CH2:18][CH2:17][N:16]([CH:19]([C:24]3[CH:29]=[CH:28][CH:27]=[CH:26][CH:25]=3)[C:20]([O:22][CH3:23])=[O:21])[CH2:15][CH2:14]2)=[CH:9][CH:8]=1)=[O:5].C([Sn](CCCC)(CCCC)[C:39]1[O:40][CH:41]=[CH:42][CH:43]=1)CCC.C([O-])([O-])=O.[Na+].[Na+].O, predict the reaction product. The product is: [O:40]1[CH:41]=[CH:42][CH:43]=[C:39]1[C:2]1[CH:33]=[CH:32][CH:31]=[CH:30][C:3]=1[C:4]([NH:6][C:7]1[CH:12]=[CH:11][C:10]([N:13]2[CH2:18][CH2:17][N:16]([CH:19]([C:24]3[CH:29]=[CH:28][CH:27]=[CH:26][CH:25]=3)[C:20]([O:22][CH3:23])=[O:21])[CH2:15][CH2:14]2)=[CH:9][CH:8]=1)=[O:5].